From a dataset of Forward reaction prediction with 1.9M reactions from USPTO patents (1976-2016). Predict the product of the given reaction. (1) Given the reactants [N+:1]([C:4]1[CH:13]=[CH:12][CH:11]=[CH:10][C:5]=1[O:6][CH2:7][CH2:8][OH:9])([O-:3])=[O:2].N1C=CN=C1.[CH3:19][C:20]([Si:23](Cl)([CH3:25])[CH3:24])([CH3:22])[CH3:21], predict the reaction product. The product is: [C:20]([Si:23]([CH3:25])([CH3:24])[O:9][CH2:8][CH2:7][O:6][C:5]1[CH:10]=[CH:11][CH:12]=[CH:13][C:4]=1[N+:1]([O-:3])=[O:2])([CH3:22])([CH3:21])[CH3:19]. (2) Given the reactants [C:1]([OH:4])(=O)[CH3:2].[CH3:5][N:6]1[C@@H]2[CH2:23][C:11]3[CH:12]=[CH:13][C:14]([OH:26])=[C:15]4[O:16][C@H:17]5[C:18]([O:24]C)=[CH:19][CH:20]=C2[C@:9]5([C:10]=34)[CH2:8][CH2:7]1.C(OO)(=O)C.OO, predict the reaction product. The product is: [CH3:5][N:6]1[C@@H:2]2[CH2:23][C:11]3=[CH:12][CH:13]=[C:14]([OH:26])[C:15]4[O:16][C@H:17]5[C:18]([CH2:19][CH2:20][C@:1]2([OH:4])[C@:9]5([C:10]=43)[CH2:8][CH2:7]1)=[O:24].